This data is from Full USPTO retrosynthesis dataset with 1.9M reactions from patents (1976-2016). The task is: Predict the reactants needed to synthesize the given product. (1) Given the product [Br:8][C:6]1[CH:5]=[C:4]([C:9]2[S:10][C:11]3[CH:17]=[CH:16][CH:15]=[CH:14][C:12]=3[N:13]=2)[CH:3]=[C:2]([C:20]2[CH:19]=[N:18][CH:23]=[CH:22][CH:21]=2)[CH:7]=1, predict the reactants needed to synthesize it. The reactants are: Br[C:2]1[CH:3]=[C:4]([C:9]2[S:10][C:11]3[CH:17]=[CH:16][CH:15]=[CH:14][C:12]=3[N:13]=2)[CH:5]=[C:6]([Br:8])[CH:7]=1.[N:18]1[CH:23]=[CH:22][CH:21]=[C:20](B(O)O)[CH:19]=1.C(=O)([O-])[O-].[K+].[K+]. (2) Given the product [Cl:9][C:10]1[CH:15]=[CH:14][CH:13]=[C:12]([Cl:16])[C:11]=1[N:17]1[C:26]2[C:21](=[C:22]([C:34]3[CH:39]=[CH:38][CH:37]=[CH:36][C:35]=3[Cl:40])[CH:23]=[C:24]([CH:27]3[CH2:32][CH2:31][C:30](=[N:2][OH:3])[CH2:29][CH2:28]3)[CH:25]=2)[CH2:20][NH:19][C:4]1=[O:7], predict the reactants needed to synthesize it. The reactants are: Cl.[NH2:2][OH:3].[C:4]([O-:7])(O)=O.[Na+].[Cl:9][C:10]1[CH:15]=[CH:14][CH:13]=[C:12]([Cl:16])[C:11]=1[N:17]1[C:26]2[C:21](=[C:22]([C:34]3[CH:39]=[CH:38][CH:37]=[CH:36][C:35]=3[Cl:40])[CH:23]=[C:24]([CH:27]3[CH2:32][CH2:31][C:30](=O)[CH2:29][CH2:28]3)[CH:25]=2)[CH2:20][NH:19]C1=O.